This data is from Forward reaction prediction with 1.9M reactions from USPTO patents (1976-2016). The task is: Predict the product of the given reaction. Given the reactants [CH3:1][C:2]1([CH3:14])[CH2:6][C:5]2[C:7]([CH3:13])=[CH:8][C:9]([CH:11]=O)=[CH:10][C:4]=2[O:3]1.[CH2:15]([O:17][C:18]([C:20]1([CH3:41])[CH2:25][CH2:24][N:23]([C:26]2[CH2:40][C:29]3([CH2:32][N:31](C(OC(C)(C)C)=O)[CH2:30]3)[O:28][N:27]=2)[CH2:22][CH2:21]1)=[O:19])[CH3:16], predict the reaction product. The product is: [CH3:41][C:20]1([C:18]([O:17][CH2:15][CH3:16])=[O:19])[CH2:25][CH2:24][N:23]([C:26]2[CH2:40][C:29]3([CH2:32][N:31]([CH2:11][C:9]4[CH:8]=[C:7]([CH3:13])[C:5]5[CH2:6][C:2]([CH3:14])([CH3:1])[O:3][C:4]=5[CH:10]=4)[CH2:30]3)[O:28][N:27]=2)[CH2:22][CH2:21]1.